This data is from Reaction yield outcomes from USPTO patents with 853,638 reactions. The task is: Predict the reaction yield, written as a fraction of the theoretical maximum amount of product (1.0 means a 100% yield; for example, 0.34 means a 34% yield). (1) The reactants are Br[CH2:2][CH:3]1[CH2:8][CH2:7][CH2:6][CH2:5][CH2:4]1.CON(C)[C:12](=[O:19])[C:13]1[CH:18]=[CH:17][CH:16]=[CH:15][CH:14]=1. The catalyst is C1COCC1. The product is [CH:3]1([CH2:2][C:12]([C:13]2[CH:18]=[CH:17][CH:16]=[CH:15][CH:14]=2)=[O:19])[CH2:8][CH2:7][CH2:6][CH2:5][CH2:4]1. The yield is 0.670. (2) The reactants are Cl[CH2:2][C:3]1[O:7][N:6]=[C:5]([C:8]2[CH:13]=[CH:12][CH:11]=[CH:10][CH:9]=2)[CH:4]=1.[OH:14][C:15]1[CH:41]=[CH:40][C:18]([C:19]([C:21]2[CH:37]=[CH:36][C:35]([O:38][CH3:39])=[CH:34][C:22]=2[O:23][C:24]([CH3:33])([CH3:32])[C:25]([O:27]C(C)(C)C)=[O:26])=[O:20])=[CH:17][CH:16]=1.C(=O)([O-])[O-].[K+].[K+].CN(C)C=O. The catalyst is O. The product is [CH3:39][O:38][C:35]1[CH:36]=[CH:37][C:21]([C:19](=[O:20])[C:18]2[CH:17]=[CH:16][C:15]([O:14][CH2:2][C:3]3[O:7][N:6]=[C:5]([C:8]4[CH:13]=[CH:12][CH:11]=[CH:10][CH:9]=4)[CH:4]=3)=[CH:41][CH:40]=2)=[C:22]([CH:34]=1)[O:23][C:24]([CH3:33])([CH3:32])[C:25]([OH:27])=[O:26]. The yield is 0.810. (3) The reactants are [CH3:1][N:2]([CH3:34])[CH2:3][CH2:4][N:5]([CH3:33])[C:6]([C:8]1[S:20][C:19]2[C:18]3[CH:17]=[CH:16][CH:15]=[CH:14][C:13]=3[N:12]([CH2:21][C:22](=[O:29])[C:23]3[CH:28]=[CH:27][CH:26]=[CH:25][CH:24]=3)[C:11](=[O:30])[C:10]=2[C:9]=1[O:31][CH3:32])=[O:7].C(OC(=O)C)C.[ClH:41]. The catalyst is C(OCC)(=O)C. The product is [ClH:41].[CH3:1][N:2]([CH3:34])[CH2:3][CH2:4][N:5]([CH3:33])[C:6]([C:8]1[S:20][C:19]2[C:18]3[CH:17]=[CH:16][CH:15]=[CH:14][C:13]=3[N:12]([CH2:21][C:22](=[O:29])[C:23]3[CH:28]=[CH:27][CH:26]=[CH:25][CH:24]=3)[C:11](=[O:30])[C:10]=2[C:9]=1[O:31][CH3:32])=[O:7]. The yield is 0.550. (4) The reactants are [Cl:1][C:2]1[N:7]=[C:6]2[NH:8][N:9]=[C:10]([S:11]([CH3:14])(=[O:13])=[O:12])[C:5]2=[C:4]([NH:15][C:16]2[CH:17]=[C:18]([CH:21]=[CH:22][CH:23]=2)[C:19]#[N:20])[N:3]=1.[O:24]1[CH2:29][CH2:28][N:27]([C:30]2[CH:36]=[CH:35][C:33]([NH2:34])=[CH:32][CH:31]=2)[CH2:26][CH2:25]1.C[Si](Cl)(C)C. The catalyst is C(O)CCC. The product is [ClH:1].[CH3:14][S:11]([C:10]1[C:5]2[C:6](=[N:7][C:2]([NH:34][C:33]3[CH:32]=[CH:31][C:30]([N:27]4[CH2:28][CH2:29][O:24][CH2:25][CH2:26]4)=[CH:36][CH:35]=3)=[N:3][C:4]=2[NH:15][C:16]2[CH:17]=[C:18]([CH:21]=[CH:22][CH:23]=2)[C:19]#[N:20])[NH:8][N:9]=1)(=[O:13])=[O:12]. The yield is 0.540. (5) The reactants are Br[C:2]1[CH:10]=[CH:9][C:8]([C:11]([NH2:13])=[O:12])=[C:7]2[C:3]=1[C:4]([CH3:15])=[C:5]([CH3:14])[NH:6]2.[CH:16]([C:18]1[CH:19]=[C:20](B(O)O)[CH:21]=[CH:22][CH:23]=1)=[O:17].[O-]P([O-])([O-])=O.[K+].[K+].[K+]. The catalyst is C1COCC1.[Pd](Cl)Cl.C(P(C(C)(C)C)[C-]1C=CC=C1)(C)(C)C.[C-]1(P(C(C)(C)C)C(C)(C)C)C=CC=C1.[Fe+2]. The product is [CH:16]([C:18]1[CH:23]=[C:22]([C:2]2[CH:10]=[CH:9][C:8]([C:11]([NH2:13])=[O:12])=[C:7]3[C:3]=2[C:4]([CH3:15])=[C:5]([CH3:14])[NH:6]3)[CH:21]=[CH:20][CH:19]=1)=[O:17]. The yield is 0.660. (6) The reactants are [CH2:1]([C:3]1[O:4][C:5]([C:9]([NH:11][C:12]2[CH:17]=[CH:16][C:15](B3OC(C)(C)C(C)(C)O3)=[CH:14][CH:13]=2)=[O:10])=[C:6]([CH3:8])[N:7]=1)[CH3:2].Br[C:28]1[CH:33]=[CH:32][C:31]([C:34]23[CH2:41][CH2:40][C:37]([CH2:42][C:43]([O:45][CH3:46])=[O:44])([CH2:38][CH2:39]2)[O:36][CH2:35]3)=[CH:30][CH:29]=1.O.[F-].[Cs+]. The catalyst is O1CCOCC1.CC(P(C(C)(C)C)C1C=CC(N(C)C)=CC=1)(C)C.CC(P(C(C)(C)C)C1C=CC(N(C)C)=CC=1)(C)C.Cl[Pd]Cl. The product is [CH2:1]([C:3]1[O:4][C:5]([C:9]([NH:11][C:12]2[CH:13]=[CH:14][C:15]([C:28]3[CH:29]=[CH:30][C:31]([C:34]45[CH2:39][CH2:38][C:37]([CH2:42][C:43]([O:45][CH3:46])=[O:44])([CH2:40][CH2:41]4)[O:36][CH2:35]5)=[CH:32][CH:33]=3)=[CH:16][CH:17]=2)=[O:10])=[C:6]([CH3:8])[N:7]=1)[CH3:2]. The yield is 0.580.